This data is from Reaction yield outcomes from USPTO patents with 853,638 reactions. The task is: Predict the reaction yield, written as a fraction of the theoretical maximum amount of product (1.0 means a 100% yield; for example, 0.34 means a 34% yield). (1) The reactants are [NH2:1][C:2]1[CH:10]=[CH:9][CH:8]=[C:7]2[C:3]=1[CH2:4][CH:5]([CH2:11][NH:12][C:13](=[O:16])[CH2:14][CH3:15])[CH2:6]2.[CH:17]([C:20]1[CH:25]=[CH:24][C:23]([S:26](Cl)(=[O:28])=[O:27])=[CH:22][CH:21]=1)([CH3:19])[CH3:18]. The catalyst is N1C=CC=CC=1.ClCCl. The product is [CH:17]([C:20]1[CH:25]=[CH:24][C:23]([S:26]([NH:1][C:2]2[CH:10]=[CH:9][CH:8]=[C:7]3[C:3]=2[CH2:4][CH:5]([CH2:11][NH:12][C:13](=[O:16])[CH2:14][CH3:15])[CH2:6]3)(=[O:28])=[O:27])=[CH:22][CH:21]=1)([CH3:19])[CH3:18]. The yield is 1.00. (2) The reactants are [F:1][C:2]1[CH:7]=[C:6]([I:8])[CH:5]=[CH:4][C:3]=1[NH:9][C:10]1[N:15]([CH3:16])[C:14](=[O:17])[C:13]2[CH2:18][CH2:19][CH2:20][C:12]=2[C:11]=1[C:21](OCC)=[O:22].[Si:26]([O:33][C:34]([CH3:39])([CH3:38])[CH2:35][O:36][NH2:37])([C:29]([CH3:32])([CH3:31])[CH3:30])([CH3:28])[CH3:27].[Li+].C[Si]([N-][Si](C)(C)C)(C)C. The catalyst is C1COCC1. The product is [Si:26]([O:33][C:34]([CH3:39])([CH3:38])[CH2:35][O:36][NH:37][C:21]([C:11]1[C:12]2[CH2:20][CH2:19][CH2:18][C:13]=2[C:14](=[O:17])[N:15]([CH3:16])[C:10]=1[NH:9][C:3]1[CH:4]=[CH:5][C:6]([I:8])=[CH:7][C:2]=1[F:1])=[O:22])([C:29]([CH3:32])([CH3:31])[CH3:30])([CH3:28])[CH3:27]. The yield is 0.710.